Task: Regression. Given a peptide amino acid sequence and an MHC pseudo amino acid sequence, predict their binding affinity value. This is MHC class I binding data.. Dataset: Peptide-MHC class I binding affinity with 185,985 pairs from IEDB/IMGT (1) The peptide sequence is VKSMILHEIL. The MHC is HLA-A24:02 with pseudo-sequence HLA-A24:02. The binding affinity (normalized) is 0.0459. (2) The peptide sequence is SLPPNFSSL. The MHC is HLA-A24:03 with pseudo-sequence HLA-A24:03. The binding affinity (normalized) is 0.810. (3) The peptide sequence is MMAKSNSPF. The MHC is HLA-B15:01 with pseudo-sequence HLA-B15:01. The binding affinity (normalized) is 0.936. (4) The peptide sequence is VQQESSFVM. The MHC is HLA-A26:01 with pseudo-sequence HLA-A26:01. The binding affinity (normalized) is 0.0847.